Predict which catalyst facilitates the given reaction. From a dataset of Catalyst prediction with 721,799 reactions and 888 catalyst types from USPTO. (1) Reactant: [H-].[Na+].O1CCCC1.F[C:9]1[CH:14]=[C:13]([F:15])[CH:12]=[CH:11][C:10]=1[C:16](=[N:37][OH:38])[CH:17]1[CH2:22][CH2:21][N:20]([CH2:23][CH2:24][C:25]2[C:30](=[O:31])[N:29]3[CH2:32][CH2:33][CH2:34][CH2:35][C:28]3=[N:27][C:26]=2[CH3:36])[CH2:19][CH2:18]1. Product: [F:15][C:13]1[CH:12]=[CH:11][C:10]2[C:16]([CH:17]3[CH2:22][CH2:21][N:20]([CH2:23][CH2:24][C:25]4[C:30](=[O:31])[N:29]5[CH2:32][CH2:33][CH2:34][CH2:35][C:28]5=[N:27][C:26]=4[CH3:36])[CH2:19][CH2:18]3)=[N:37][O:38][C:9]=2[CH:14]=1. The catalyst class is: 6. (2) Reactant: [F:1][C:2]1[CH:3]=[C:4]([C:8]2[C@:9]3([CH2:25][CH2:24][C@H:23]4[C@@H:14]([CH2:15][CH2:16][C:17]5[CH:18]=[C:19]([OH:26])[CH:20]=[CH:21][C:22]=54)[C@@H:11]3[CH2:12][CH:13]=2)[CH3:10])[CH:5]=[N:6][CH:7]=1.Cl[CH:28]([C:34]1[CH:39]=[CH:38][CH:37]=[CH:36][CH:35]=1)[C:29]([O:31]CC)=[O:30].C(=O)([O-])[O-].[K+].[K+].[I-].[Na+].[OH-].[Na+].C(O)(=O)CC(CC(O)=O)(C(O)=O)O. Product: [F:1][C:2]1[CH:3]=[C:4]([C:8]2[C@:9]3([CH2:25][CH2:24][C@H:23]4[C@@H:14]([CH2:15][CH2:16][C:17]5[CH:18]=[C:19]([O:26][CH:28]([C:34]6[CH:39]=[CH:38][CH:37]=[CH:36][CH:35]=6)[C:29]([OH:31])=[O:30])[CH:20]=[CH:21][C:22]=54)[C@@H:11]3[CH2:12][CH:13]=2)[CH3:10])[CH:5]=[N:6][CH:7]=1. The catalyst class is: 58. (3) Reactant: [CH:1]1([C:4]2[CH:9]=[CH:8][CH:7]=[CH:6][C:5]=2[C:10]2[N:11]=[C:12]([CH2:15][O:16][C:17]3[CH:28]=[CH:27][C:20]([O:21][CH2:22][C:23]([O:25]C)=[O:24])=[C:19]([CH3:29])[CH:18]=3)[S:13][CH:14]=2)[CH2:3][CH2:2]1.[Li+].[OH-].Cl.CCOC(C)=O. Product: [CH:1]1([C:4]2[CH:9]=[CH:8][CH:7]=[CH:6][C:5]=2[C:10]2[N:11]=[C:12]([CH2:15][O:16][C:17]3[CH:28]=[CH:27][C:20]([O:21][CH2:22][C:23]([OH:25])=[O:24])=[C:19]([CH3:29])[CH:18]=3)[S:13][CH:14]=2)[CH2:3][CH2:2]1. The catalyst class is: 20. (4) Reactant: N([O-])=O.[Na+].O.N[C@H:7]([C:13]([OH:15])=[O:14])[CH2:8][CH2:9][CH2:10][CH2:11][NH2:12].NC(N)=[O:18].[N+]([O-])(O)=O. Product: [NH2:12][CH2:11][CH2:10][CH2:9][CH2:8][CH:7]([OH:18])[C:13]([OH:15])=[O:14]. The catalyst class is: 65. (5) Reactant: [Cl-].O[NH3+:3].[C:4](=[O:7])([O-])[OH:5].[Na+].CS(C)=O.[CH3:13][CH:14]([O:16][C:17]1[CH:22]=[CH:21][C:20]([N:23]2[C:28](=[O:29])[C:27]([CH2:30][C:31]3[CH:36]=[CH:35][C:34]([C:37]4[C:38]([C:43]#[N:44])=[CH:39][CH:40]=[CH:41][CH:42]=4)=[CH:33][CH:32]=3)=[C:26]([CH2:45][CH2:46][CH3:47])[N:25]3[N:48]=[CH:49][CH:50]=[C:24]23)=[CH:19][CH:18]=1)[CH3:15]. Product: [CH3:13][CH:14]([O:16][C:17]1[CH:18]=[CH:19][C:20]([N:23]2[C:28](=[O:29])[C:27]([CH2:30][C:31]3[CH:36]=[CH:35][C:34]([C:37]4[CH:42]=[CH:41][CH:40]=[CH:39][C:38]=4[C:43]4[NH:3][C:4](=[O:7])[O:5][N:44]=4)=[CH:33][CH:32]=3)=[C:26]([CH2:45][CH2:46][CH3:47])[N:25]3[N:48]=[CH:49][CH:50]=[C:24]23)=[CH:21][CH:22]=1)[CH3:15]. The catalyst class is: 13. (6) Reactant: Br[C:2]1[CH:16]=[N:15][C:5]2[NH:6][C:7]3[CH:12]=[N:11][C:10]([C:13]#[N:14])=[CH:9][C:8]=3[C:4]=2[CH:3]=1.[Cl-].[Li+].CCN(C(C)C)C(C)C.C([Sn](CCCC)(CCCC)[C:33]1[O:34][CH:35]=[CH:36][N:37]=1)CCC.[F-].[K+]. Product: [O:34]1[CH:35]=[CH:36][N:37]=[C:33]1[C:2]1[CH:16]=[N:15][C:5]2[NH:6][C:7]3[CH:12]=[N:11][C:10]([C:13]#[N:14])=[CH:9][C:8]=3[C:4]=2[CH:3]=1. The catalyst class is: 128. (7) Reactant: [C:1]([O:5][C:6](=[O:33])[CH2:7][NH:8][C:9]([C:11]1[C:16]([O:17]CC2C=CC=CC=2)=[CH:15][C:14]([O:25]CC2C=CC=CC=2)=[CH:13][N:12]=1)=[O:10])([CH3:4])([CH3:3])[CH3:2]. Product: [C:1]([O:5][C:6](=[O:33])[CH2:7][NH:8][C:9]([C:11]1[C:16]([OH:17])=[CH:15][C:14]([OH:25])=[CH:13][N:12]=1)=[O:10])([CH3:4])([CH3:2])[CH3:3]. The catalyst class is: 50. (8) Reactant: [CH2:1]([N:3]([CH2:29][CH3:30])[C:4](=O)[CH2:5][CH2:6][C:7]1[CH:12]=[CH:11][C:10]([NH:13][C:14]2[N:19]=[CH:18][C:17]([C:20]3[CH:25]=[CH:24][C:23]([O:26][CH3:27])=[CH:22][CH:21]=3)=[CH:16][N:15]=2)=[CH:9][CH:8]=1)[CH3:2].[Li].C1COCC1. Product: [CH2:29]([N:3]([CH2:1][CH3:2])[CH2:4][CH2:5][CH2:6][C:7]1[CH:8]=[CH:9][C:10]([NH:13][C:14]2[N:15]=[CH:16][C:17]([C:20]3[CH:21]=[CH:22][C:23]([O:26][CH3:27])=[CH:24][CH:25]=3)=[CH:18][N:19]=2)=[CH:11][CH:12]=1)[CH3:30]. The catalyst class is: 5. (9) Reactant: Cl[C:2]1[N:7]=[CH:6][N:5]=[C:4]([O:8][CH:9]2[CH2:14][CH2:13][N:12]([C:15]([O:17][C:18]([CH3:21])([CH3:20])[CH3:19])=[O:16])[CH2:11][CH2:10]2)[C:3]=1[CH3:22].[CH3:23][N:24]1[C:28]2[CH2:29][NH:30][CH2:31][C:27]=2[CH:26]=[N:25]1.C(=O)([O-])[O-].[Cs+].[Cs+]. Product: [CH3:22][C:3]1[C:4]([O:8][CH:9]2[CH2:14][CH2:13][N:12]([C:15]([O:17][C:18]([CH3:21])([CH3:20])[CH3:19])=[O:16])[CH2:11][CH2:10]2)=[N:5][CH:6]=[N:7][C:2]=1[N:30]1[CH2:31][C:27]2[CH:26]=[N:25][N:24]([CH3:23])[C:28]=2[CH2:29]1. The catalyst class is: 60. (10) Reactant: C(OC([N:11]1[CH2:16][CH2:15][CH:14]([CH:17]([O:19][C:20]2[CH:42]=[CH:41][C:23]3[C:24]4[N:28]([CH2:29][CH2:30][O:31][C:22]=3[CH:21]=2)[CH:27]=[C:26]([C:32]2[N:33]([CH:38]([CH3:40])[CH3:39])[N:34]=[C:35]([CH3:37])[N:36]=2)[N:25]=4)[CH3:18])[CH2:13][CH2:12]1)=O)C1C=CC=CC=1.[CH3:43][C:44]([CH3:46])=O. Product: [CH:38]([N:33]1[C:32]([C:26]2[N:25]=[C:24]3[C:23]4[CH:41]=[CH:42][C:20]([O:19][CH:17]([CH:14]5[CH2:15][CH2:16][N:11]([CH:44]([CH3:46])[CH3:43])[CH2:12][CH2:13]5)[CH3:18])=[CH:21][C:22]=4[O:31][CH2:30][CH2:29][N:28]3[CH:27]=2)=[N:36][C:35]([CH3:37])=[N:34]1)([CH3:39])[CH3:40]. The catalyst class is: 19.